From a dataset of Reaction yield outcomes from USPTO patents with 853,638 reactions. Predict the reaction yield, written as a fraction of the theoretical maximum amount of product (1.0 means a 100% yield; for example, 0.34 means a 34% yield). (1) The reactants are [C:1](O)(=[O:3])[CH3:2].CN(C(ON1N=NC2C=CC=CC1=2)=[N+](C)C)C.[B-](F)(F)(F)F.C(N(CC)C(C)C)(C)C.[CH3:36][C:37]1[CH:46]=[CH:45][CH:44]=[C:43]2[C:38]=1[CH:39]=[C:40]([C:48]1[CH:53]=[CH:52][C:51]([CH2:54][N:55]3[CH2:60][CH2:59][NH:58][CH2:57][CH2:56]3)=[CH:50][CH:49]=1)[NH:41][C:42]2=[O:47]. The catalyst is C(Cl)Cl. The product is [C:1]([N:58]1[CH2:59][CH2:60][N:55]([CH2:54][C:51]2[CH:50]=[CH:49][C:48]([C:40]3[NH:41][C:42](=[O:47])[C:43]4[C:38]([CH:39]=3)=[C:37]([CH3:36])[CH:46]=[CH:45][CH:44]=4)=[CH:53][CH:52]=2)[CH2:56][CH2:57]1)(=[O:3])[CH3:2]. The yield is 0.0900. (2) The reactants are [CH2:1]([N:4]([CH2:8][CH2:9][CH3:10])[CH2:5][CH2:6][NH2:7])[CH2:2][CH3:3].Cl[C:12]1[N:13]=[N+:14]([O-:25])[C:15]2[C:24]3[CH2:23][CH2:22][CH2:21][C:20]=3[CH:19]=[CH:18][C:16]=2[N:17]=1. The catalyst is COCCOC. The product is [O-:25][N+:14]1[C:15]2[C:24]3[CH2:23][CH2:22][CH2:21][C:20]=3[CH:19]=[CH:18][C:16]=2[N:17]=[C:12]([NH:7][CH2:6][CH2:5][N:4]([CH2:8][CH2:9][CH3:10])[CH2:1][CH2:2][CH3:3])[N:13]=1. The yield is 0.940. (3) The reactants are [O:1]=[C:2]1[C:11]2[C:6](=[CH:7][CH:8]=[CH:9][CH:10]=2)[C:5]2[CH2:12][C:13]3[CH:14]=[C:15]([NH:19][C:20](=[O:23])[CH2:21]Cl)[CH:16]=[CH:17][C:18]=3[C:4]=2[NH:3]1.[CH3:24][NH:25][CH3:26]. The catalyst is C(O)C. The product is [CH3:24][N:25]([CH3:26])[CH2:21][C:20]([NH:19][C:15]1[CH:16]=[CH:17][C:18]2[C:4]3[NH:3][C:2](=[O:1])[C:11]4[C:6]([C:5]=3[CH2:12][C:13]=2[CH:14]=1)=[CH:7][CH:8]=[CH:9][CH:10]=4)=[O:23]. The yield is 0.920. (4) The yield is 0.130. The product is [OH:8][C:9]1([CH2:15][N:16]2[C:21](=[O:22])[C:20]3=[CH:23][CH:24]=[CH:25][N:19]3[N:18]=[CH:17]2)[CH2:10][CH2:11][N:12]([C:34](=[O:35])[CH2:33][CH:32]([C:26]2[CH:31]=[CH:30][CH:29]=[CH:28][CH:27]=2)[CH3:37])[CH2:13][CH2:14]1. The reactants are FC(F)(F)C(O)=O.[OH:8][C:9]1([CH2:15][N:16]2[C:21](=[O:22])[C:20]3=[CH:23][CH:24]=[CH:25][N:19]3[N:18]=[CH:17]2)[CH2:14][CH2:13][NH:12][CH2:11][CH2:10]1.[C:26]1([CH:32]([CH3:37])[CH2:33][C:34](O)=[O:35])[CH:31]=[CH:30][CH:29]=[CH:28][CH:27]=1.CCN(C(C)C)C(C)C.CN(C(ON1N=NC2C=CC=NC1=2)=[N+](C)C)C.F[P-](F)(F)(F)(F)F. The catalyst is ClCCCl.ClCCl. (5) The reactants are [CH:1]([C:3]1[C:4]([O:14][CH2:15][C:16]2[CH:41]=[CH:40][C:19]([O:20][CH2:21][C:22]3[N:23]=[C:24]([C:28]4[CH:29]=[C:30]([CH2:34][C:35]([O:37][CH2:38][CH3:39])=[O:36])[CH:31]=[CH:32][CH:33]=4)[O:25][C:26]=3[CH3:27])=[C:18]([O:42][CH2:43]C)[CH:17]=2)=[N:5][N:6]([C:8]2[CH:13]=[CH:12][CH:11]=[CH:10][CH:9]=2)[CH:7]=1)=O.[CH2:45]([P:54](=[O:61])([O:58][CH2:59][CH3:60])[O:55][CH2:56][CH3:57])P(=O)(OCC)OCC.CN(C)C=O.[H-].[Na+]. The product is [CH2:59]([O:58][P:54](/[CH:45]=[CH:1]/[C:3]1[C:4]([O:14][CH2:15][C:16]2[CH:41]=[CH:40][C:19]([O:20][CH2:21][C:22]3[N:23]=[C:24]([C:28]4[CH:29]=[C:30]([CH2:34][C:35]([O:37][CH2:38][CH3:39])=[O:36])[CH:31]=[CH:32][CH:33]=4)[O:25][C:26]=3[CH3:27])=[C:18]([O:42][CH3:43])[CH:17]=2)=[N:5][N:6]([C:8]2[CH:13]=[CH:12][CH:11]=[CH:10][CH:9]=2)[CH:7]=1)([O:55][CH2:56][CH3:57])=[O:61])[CH3:60]. The yield is 0.770. The catalyst is O. (6) The reactants are Cl[C:2]1[N:10]=[C:9]2[C:5]([N:6]=[C:7]([CH2:12][CH2:13][N:14]3[CH2:17][C:16]([CH3:19])([OH:18])[CH2:15]3)[N:8]2[CH3:11])=[C:4]([N:20]2[CH2:25][CH2:24][O:23][CH2:22][CH2:21]2)[N:3]=1.[CH2:26]([C:28]1[NH:29][C:30]2[CH:36]=[CH:35][CH:34]=[CH:33][C:31]=2[N:32]=1)[CH3:27].CC(C1C=C(C(C)C)C(C2C=CC=CC=2P(C2CCCCC2)C2CCCCC2)=C(C(C)C)C=1)C.C([O-])([O-])=O.[Cs+].[Cs+]. The catalyst is O1CCOCC1.C1C=CC(/C=C/C(/C=C/C2C=CC=CC=2)=O)=CC=1.C1C=CC(/C=C/C(/C=C/C2C=CC=CC=2)=O)=CC=1.C1C=CC(/C=C/C(/C=C/C2C=CC=CC=2)=O)=CC=1.[Pd].[Pd]. The product is [CH2:26]([C:28]1[N:29]([C:2]2[N:10]=[C:9]3[C:5]([N:6]=[C:7]([CH2:12][CH2:13][N:14]4[CH2:15][C:16]([CH3:19])([OH:18])[CH2:17]4)[N:8]3[CH3:11])=[C:4]([N:20]3[CH2:25][CH2:24][O:23][CH2:22][CH2:21]3)[N:3]=2)[C:30]2[CH:36]=[CH:35][CH:34]=[CH:33][C:31]=2[N:32]=1)[CH3:27]. The yield is 0.740.